This data is from Full USPTO retrosynthesis dataset with 1.9M reactions from patents (1976-2016). The task is: Predict the reactants needed to synthesize the given product. (1) The reactants are: Br[C:2]1[CH:3]=[N:4][C:5]([NH:8][C:9]2[CH:24]=[CH:23][C:12]([CH2:13][N:14]3[CH2:19][CH2:18][CH:17]([C:20]([OH:22])=[O:21])[CH2:16][CH2:15]3)=[CH:11][CH:10]=2)=[N:6][CH:7]=1.[F:25][CH:26]([F:43])[O:27][C:28]1[CH:33]=[CH:32][C:31](B2OC(C)(C)C(C)(C)O2)=[CH:30][CH:29]=1.C([O-])([O-])=O.[Na+].[Na+]. Given the product [F:25][CH:26]([F:43])[O:27][C:28]1[CH:33]=[CH:32][C:31]([C:2]2[CH:3]=[N:4][C:5]([NH:8][C:9]3[CH:24]=[CH:23][C:12]([CH2:13][N:14]4[CH2:19][CH2:18][CH:17]([C:20]([OH:22])=[O:21])[CH2:16][CH2:15]4)=[CH:11][CH:10]=3)=[N:6][CH:7]=2)=[CH:30][CH:29]=1, predict the reactants needed to synthesize it. (2) The reactants are: [NH:1]1[CH:5]=[C:4]([C:6]2[N:11]=[CH:10][C:9]3[CH:12]=[N:13][N:14]([C:15]4[N:20]=[C:19]([N:21]5[CH2:27][CH2:26][CH2:25][N:24](C(OC(C)(C)C)=O)[CH2:23][CH2:22]5)[CH:18]=[CH:17][CH:16]=4)[C:8]=3[CH:7]=2)[CH:3]=[N:2]1.CC1C=CC(S(O[CH2:46][CH2:47][S:48]([CH3:51])(=[O:50])=[O:49])(=O)=O)=CC=1. Given the product [N:21]1([C:19]2[N:20]=[C:15]([N:14]3[C:8]4[CH:7]=[C:6]([C:4]5[CH:5]=[N:1][N:2]([CH2:46][CH2:47][S:48]([CH3:51])(=[O:50])=[O:49])[CH:3]=5)[N:11]=[CH:10][C:9]=4[CH:12]=[N:13]3)[CH:16]=[CH:17][CH:18]=2)[CH2:27][CH2:26][CH2:25][NH:24][CH2:23][CH2:22]1, predict the reactants needed to synthesize it. (3) The reactants are: [NH2:1][C:2]1[CH:3]=[CH:4][C:5]([F:19])=[C:6]([C@:8]2([CH3:18])[C:14]([F:16])([F:15])[CH2:13][O:12][CH2:11][C:10]([NH2:17])=[N:9]2)[CH:7]=1.[C:20]([C:23]1[CH:24]=[C:25]([F:32])[C:26]([C:29]([OH:31])=[O:30])=[N:27][CH:28]=1)(=[O:22])[NH2:21]. Given the product [CH:29]([OH:31])=[O:30].[NH2:17][C:10]1[CH2:11][O:12][CH2:13][C:14]([F:15])([F:16])[C@:8]([C:6]2[CH:7]=[C:2]([NH:1][C:29]([C:26]3[C:25]([F:32])=[CH:24][C:23]([C:20]([NH2:21])=[O:22])=[CH:28][N:27]=3)=[O:30])[CH:3]=[CH:4][C:5]=2[F:19])([CH3:18])[N:9]=1, predict the reactants needed to synthesize it. (4) Given the product [CH3:1][O:2][C:3]1[CH:4]=[C:5]2[C:10](=[CH:11][CH:12]=1)[N:9]=[CH:8][CH:7]=[CH:6]2, predict the reactants needed to synthesize it. The reactants are: [CH3:1][O:2][C:3]1[CH:4]=[C:5]2[C:10](=[CH:11][CH:12]=1)[NH:9][CH2:8][CH:7]=[CH:6]2.P(Cl)(Cl)(Cl)=O. (5) Given the product [F:25][C:15]([F:14])([F:24])[C:16]1[N:17]=[CH:18][C:19](/[CH:20]=[CH:5]/[C:3]([O:2][CH3:1])=[O:4])=[CH:22][CH:23]=1, predict the reactants needed to synthesize it. The reactants are: [CH3:1][O:2][C:3]([CH2:5]P(OC)(OC)=O)=[O:4].[H-].[Na+].[F:14][C:15]([F:25])([F:24])[C:16]1[CH:23]=[CH:22][C:19]([CH:20]=O)=[CH:18][N:17]=1.